This data is from Reaction yield outcomes from USPTO patents with 853,638 reactions. The task is: Predict the reaction yield, written as a fraction of the theoretical maximum amount of product (1.0 means a 100% yield; for example, 0.34 means a 34% yield). (1) The reactants are [C:1]([O:5][C:6](=[O:30])[N:7]([C:20]1[C:21]2[N:22]([CH:27]=[CH:28][N:29]=2)[C:23](Br)=[CH:24][N:25]=1)[C:8]1[CH:13]=[CH:12][C:11]([N:14]2[CH2:19][CH2:18][O:17][CH2:16][CH2:15]2)=[CH:10][CH:9]=1)([CH3:4])([CH3:3])[CH3:2].C([Mg]Cl)(C)C.[CH2:36]([Sn:40](Cl)([CH2:45][CH2:46][CH2:47][CH3:48])[CH2:41][CH2:42][CH2:43][CH3:44])[CH2:37][CH2:38][CH3:39]. The catalyst is O1CCCC1. The product is [C:1]([O:5][C:6](=[O:30])[N:7]([C:8]1[CH:13]=[CH:12][C:11]([N:14]2[CH2:19][CH2:18][O:17][CH2:16][CH2:15]2)=[CH:10][CH:9]=1)[C:20]1[C:21]2[N:22]([CH:27]=[CH:28][N:29]=2)[C:23]([Sn:40]([CH2:41][CH2:42][CH2:43][CH3:44])([CH2:45][CH2:46][CH2:47][CH3:48])[CH2:36][CH2:37][CH2:38][CH3:39])=[CH:24][N:25]=1)([CH3:4])([CH3:3])[CH3:2]. The yield is 0.640. (2) The reactants are [F:1][C:2]1[CH:30]=[CH:29][CH:28]=[CH:27][C:3]=1[O:4][C:5]1[CH:10]=[CH:9][C:8]([C:11]2[C:19]3[C:14](=[N:15][CH:16]=[N:17][C:18]=3[NH2:20])[N:13]([C@@H:21]3[CH2:26][CH2:25][CH2:24][NH:23][CH2:22]3)[N:12]=2)=[CH:7][CH:6]=1.N1(C(N2C=CN=C2)=O)C=CN=C1.[C:43]([CH2:45][C:46](O)=[O:47])#[N:44]. The catalyst is ClCCl. The product is [NH2:20][C:18]1[N:17]=[CH:16][N:15]=[C:14]2[N:13]([C@@H:21]3[CH2:26][CH2:25][CH2:24][N:23]([C:46](=[O:47])[CH2:45][C:43]#[N:44])[CH2:22]3)[N:12]=[C:11]([C:8]3[CH:7]=[CH:6][C:5]([O:4][C:3]4[CH:27]=[CH:28][CH:29]=[CH:30][C:2]=4[F:1])=[CH:10][CH:9]=3)[C:19]=12. The yield is 0.510.